Dataset: Forward reaction prediction with 1.9M reactions from USPTO patents (1976-2016). Task: Predict the product of the given reaction. (1) The product is: [NH2:1][C:4]1[C:9]([CH2:10][OH:11])=[CH:8][CH:7]=[CH:6][C:5]=1[CH2:12][OH:13]. Given the reactants [N+:1]([C:4]1[C:9]([CH2:10][OH:11])=[CH:8][CH:7]=[CH:6][C:5]=1[CH2:12][OH:13])([O-])=O.O.NN, predict the reaction product. (2) Given the reactants [NH2:1][C:2]1[C:10]([Br:11])=[CH:9][CH:8]=[CH:7][C:3]=1[C:4]([OH:6])=O.CCCP1(OP(CCC)(=O)OP(CCC)(=O)O1)=O.[CH:30]([NH2:33])([CH3:32])[CH3:31], predict the reaction product. The product is: [NH2:1][C:2]1[C:10]([Br:11])=[CH:9][CH:8]=[CH:7][C:3]=1[C:4]([NH:33][CH:30]([CH3:32])[CH3:31])=[O:6]. (3) Given the reactants [CH3:1][O:2][C:3]1[CH:4]=[C:5]([CH2:9][C:10](Cl)=[O:11])[CH:6]=[CH:7][CH:8]=1.[CH3:13][O:14][C:15]1[CH:16]=[C:17]([CH2:23][CH2:24][NH2:25])[CH:18]=[CH:19][C:20]=1[O:21][CH3:22], predict the reaction product. The product is: [CH3:13][O:14][C:15]1[CH:16]=[C:17]([CH2:23][CH2:24][NH:25][C:10](=[O:11])[CH2:9][C:5]2[CH:6]=[CH:7][CH:8]=[C:3]([O:2][CH3:1])[CH:4]=2)[CH:18]=[CH:19][C:20]=1[O:21][CH3:22]. (4) Given the reactants Br[C:2]1[CH:7]=[CH:6][CH:5]=[C:4]([Br:8])[N:3]=1.[CH3:9][C:10]([C:20]1[CH:25]=[CH:24][N:23]2[C:26]([Sn](CCCC)(CCCC)CCCC)=[CH:27][N:28]=[C:22]2[N:21]=1)([O:12][Si:13]([CH2:18][CH3:19])([CH2:16][CH3:17])[CH2:14][CH3:15])[CH3:11], predict the reaction product. The product is: [Br:8][C:4]1[N:3]=[C:2]([C:26]2[N:23]3[CH:24]=[CH:25][C:20]([C:10]([CH3:9])([O:12][Si:13]([CH2:14][CH3:15])([CH2:18][CH3:19])[CH2:16][CH3:17])[CH3:11])=[N:21][C:22]3=[N:28][CH:27]=2)[CH:7]=[CH:6][CH:5]=1. (5) Given the reactants Cl[CH2:2][CH2:3][CH2:4][S:5]([NH:8][C:9]1[CH:18]=[C:17]2[C:12]([CH2:13][N:14]([CH2:28][C:29]3[CH:34]=[CH:33][C:32]([O:35][CH3:36])=[CH:31][CH:30]=3)[C:15](=[O:27])[N:16]2[C:19]2[C:24]([Cl:25])=[CH:23][CH:22]=[CH:21][C:20]=2[Cl:26])=[C:11]([C:37]2[CH:42]=[CH:41][CH:40]=[CH:39][C:38]=2[Cl:43])[CH:10]=1)(=[O:7])=[O:6].[NH:44]1[CH2:49][CH2:48][O:47][CH2:46][CH2:45]1, predict the reaction product. The product is: [Cl:43][C:38]1[CH:39]=[CH:40][CH:41]=[CH:42][C:37]=1[C:11]1[CH:10]=[C:9]([NH:8][S:5]([CH2:4][CH2:3][CH2:2][N:44]2[CH2:49][CH2:48][O:47][CH2:46][CH2:45]2)(=[O:6])=[O:7])[CH:18]=[C:17]2[C:12]=1[CH2:13][N:14]([CH2:28][C:29]1[CH:34]=[CH:33][C:32]([O:35][CH3:36])=[CH:31][CH:30]=1)[C:15](=[O:27])[N:16]2[C:19]1[C:24]([Cl:25])=[CH:23][CH:22]=[CH:21][C:20]=1[Cl:26]. (6) The product is: [CH2:14]([NH:21][C:6](=[O:8])[C:5]1[C:4]([N+:1]([O-:3])=[O:2])=[CH:12][CH:11]=[CH:10][C:9]=1[CH3:13])[C:15]1[CH:20]=[CH:19][CH:18]=[CH:17][CH:16]=1. Given the reactants [N+:1]([C:4]1[CH:12]=[CH:11][CH:10]=[C:9]([CH3:13])[C:5]=1[C:6]([OH:8])=O)([O-:3])=[O:2].[CH2:14]([NH2:21])[C:15]1[CH:20]=[CH:19][CH:18]=[CH:17][CH:16]=1.CN(C(ON1N=NC2C=CC=NC1=2)=[N+](C)C)C.F[P-](F)(F)(F)(F)F, predict the reaction product.